The task is: Predict the reaction yield, written as a fraction of the theoretical maximum amount of product (1.0 means a 100% yield; for example, 0.34 means a 34% yield).. This data is from Reaction yield outcomes from USPTO patents with 853,638 reactions. (1) The reactants are [Si:1]([O:8][CH2:9][C@@H:10]1[C@H:14]2[O:15][C:16]([CH3:19])([CH3:18])[O:17][C@H:13]2[C@H:12]([NH:20][C:21]2[CH:26]=[C:25](I)[N:24]=[CH:23][N:22]=2)[CH2:11]1)([C:4]([CH3:7])([CH3:6])[CH3:5])([CH3:3])[CH3:2].CCN(CC)CC.[C:35]1([C:41]#[CH:42])[CH:40]=[CH:39][CH:38]=[CH:37][CH:36]=1. The catalyst is CN(C=O)C.[Cu]I.Cl[Pd](Cl)([P](C1C=CC=CC=1)(C1C=CC=CC=1)C1C=CC=CC=1)[P](C1C=CC=CC=1)(C1C=CC=CC=1)C1C=CC=CC=1. The product is [Si:1]([O:8][CH2:9][C@@H:10]1[C@H:14]2[O:15][C:16]([CH3:19])([CH3:18])[O:17][C@H:13]2[C@H:12]([NH:20][C:21]2[CH:26]=[C:25]([C:42]#[C:41][C:35]3[CH:40]=[CH:39][CH:38]=[CH:37][CH:36]=3)[N:24]=[CH:23][N:22]=2)[CH2:11]1)([C:4]([CH3:7])([CH3:6])[CH3:5])([CH3:3])[CH3:2]. The yield is 0.840. (2) The reactants are F.F.F.C(N(CC)CC)C.C(N(CC)CC)C.[Si]([O:35][CH2:36][C@H:37]1[O:41][C@@H:40]([N:42]2[CH:49]=[C:48]([CH3:50])[C:46](=[O:47])[NH:45][C:43]2=[O:44])[C@H:39]([O:51][CH2:52][CH2:53][O:54][N:55]([CH3:57])[CH3:56])[C@@H:38]1[OH:58])(C(C)(C)C)(C1C=CC=CC=1)C1C=CC=CC=1.CO. The catalyst is C1COCC1.C(Cl)Cl. The product is [CH3:56][N:55]([CH3:57])[O:54][CH2:53][CH2:52][O:51][C@@H:39]1[C@H:38]([OH:58])[C@@H:37]([CH2:36][OH:35])[O:41][C@H:40]1[N:42]1[CH:49]=[C:48]([CH3:50])[C:46](=[O:47])[NH:45][C:43]1=[O:44]. The yield is 0.925. (3) The reactants are S(=O)(=O)(O)O.[N:6]1[C:15]2[C:10](=[CH:11][C:12]([CH2:16][C:17]([OH:19])=[O:18])=[CH:13][CH:14]=2)[CH:9]=[CH:8][CH:7]=1.[OH-].[Na+].[C:22](=O)(O)[O-].[Na+]. The catalyst is CO. The product is [N:6]1[C:15]2[C:10](=[CH:11][C:12]([CH2:16][C:17]([O:19][CH3:22])=[O:18])=[CH:13][CH:14]=2)[CH:9]=[CH:8][CH:7]=1. The yield is 0.980. (4) The reactants are [CH2:1]([C@H:8]([NH:42][C:43]([C@@H:45]([NH:50][C:51](=[O:54])[O:52][CH3:53])[C:46]([CH3:49])([CH3:48])[CH3:47])=[O:44])[C@@H:9]([OH:41])[CH2:10][C@@H:11]([NH:19][C:20](=[O:40])[C@@H:21]([N:26]1[CH2:30][CH2:29][N:28]([CH2:31][C:32]2[CH:37]=[CH:36][CH:35]=[C:34]([CH3:38])[N:33]=2)[C:27]1=[O:39])[C:22]([CH3:25])([CH3:24])[CH3:23])[CH2:12][C:13]1[CH:18]=[CH:17][CH:16]=[CH:15][CH:14]=1)[C:2]1[CH:7]=[CH:6][CH:5]=[CH:4][CH:3]=1.[CH3:55][S:56]([CH3:58])=O.C(O)(=O)C.C(OC(=O)C)(=O)C.C(=O)([O-])[O-].[Na+].[Na+]. No catalyst specified. The product is [CH2:1]([C@H:8]([NH:42][C:43](=[O:44])[C@H:45]([C:46]([CH3:47])([CH3:48])[CH3:49])[NH:50][C:51]([O:52][CH3:53])=[O:54])[C@@H:9]([O:41][CH2:55][S:56][CH3:58])[CH2:10][C@@H:11]([NH:19][C:20](=[O:40])[C@@H:21]([N:26]1[CH2:30][CH2:29][N:28]([CH2:31][C:32]2[CH:37]=[CH:36][CH:35]=[C:34]([CH3:38])[N:33]=2)[C:27]1=[O:39])[C:22]([CH3:25])([CH3:24])[CH3:23])[CH2:12][C:13]1[CH:18]=[CH:17][CH:16]=[CH:15][CH:14]=1)[C:2]1[CH:3]=[CH:4][CH:5]=[CH:6][CH:7]=1. The yield is 0.600.